The task is: Predict the reactants needed to synthesize the given product.. This data is from Full USPTO retrosynthesis dataset with 1.9M reactions from patents (1976-2016). Given the product [Br:1][C:2]1([Br:18])[CH2:4][CH:3]1[CH2:5][O:6][C:7]1[C:8]([CH3:17])=[CH:9][C:10]([NH2:14])=[C:11]([CH3:13])[CH:12]=1, predict the reactants needed to synthesize it. The reactants are: [Br:1][C:2]1([Br:18])[CH2:4][CH:3]1[CH2:5][O:6][C:7]1[CH:12]=[C:11]([CH3:13])[C:10]([N+:14]([O-])=O)=[CH:9][C:8]=1[CH3:17].C(O)(=O)C.